From a dataset of Full USPTO retrosynthesis dataset with 1.9M reactions from patents (1976-2016). Predict the reactants needed to synthesize the given product. (1) Given the product [Br:15][C:10]1[CH:11]=[C:12]([C:13]#[N:14])[C:7]([C:5]([OH:6])=[O:4])=[N:8][CH:9]=1, predict the reactants needed to synthesize it. The reactants are: C([O:4][C:5]([C:7]1[C:12]([C:13]#[N:14])=[CH:11][C:10]([Br:15])=[CH:9][N:8]=1)=[O:6])(C)C.O.[OH-].[Li+].Cl. (2) Given the product [O:6]([C:13]1[CH:35]=[CH:34][C:16]([C:17]([NH:19][C:20]2[CH:21]=[C:22]([P:26](=[O:27])([OH:33])[OH:30])[CH:23]=[CH:24][CH:25]=2)=[O:18])=[CH:15][CH:14]=1)[C:7]1[CH:8]=[CH:9][CH:10]=[CH:11][CH:12]=1, predict the reactants needed to synthesize it. The reactants are: Br[Si](C)(C)C.[O:6]([C:13]1[CH:35]=[CH:34][C:16]([C:17]([NH:19][C:20]2[CH:21]=[C:22]([P:26](=[O:33])([O:30]CC)[O:27]CC)[CH:23]=[CH:24][CH:25]=2)=[O:18])=[CH:15][CH:14]=1)[C:7]1[CH:12]=[CH:11][CH:10]=[CH:9][CH:8]=1.O. (3) The reactants are: [CH3:1][CH:2]([CH3:15])[CH2:3][CH:4]([CH:6]1[S:10][CH2:9][CH:8](O)[CH:7]1[N+:12]([O-:14])=[O:13])[CH3:5].S(Cl)(C)(=O)=O.C(N(CC)CC)C.O. Given the product [CH3:1][CH:2]([CH3:15])[CH2:3][CH:4]([CH:6]1[C:7]([N+:12]([O-:14])=[O:13])=[CH:8][CH2:9][S:10]1)[CH3:5], predict the reactants needed to synthesize it. (4) Given the product [CH3:1][C:2]1[N:6]=[C:5]([N:7]2[CH2:12][CH2:11][CH:10]([NH:25][C:22]3[N:23]=[CH:24][N:20]([CH2:19][C:18]4[CH:26]=[CH:27][CH:28]=[C:16]([C:15]([F:30])([F:14])[F:29])[CH:17]=4)[N:21]=3)[CH2:9][CH2:8]2)[S:4][N:3]=1, predict the reactants needed to synthesize it. The reactants are: [CH3:1][C:2]1[N:6]=[C:5]([N:7]2[CH2:12][CH2:11][C:10](=O)[CH2:9][CH2:8]2)[S:4][N:3]=1.[F:14][C:15]([F:30])([F:29])[C:16]1[CH:17]=[C:18]([CH:26]=[CH:27][CH:28]=1)[CH2:19][N:20]1[CH:24]=[N:23][C:22]([NH2:25])=[N:21]1. (5) Given the product [CH2:1]([N:8]1[CH2:12][C@H:11]([C:13]2[CH:18]=[CH:17][CH:16]=[CH:15][CH:14]=2)[C@@H:10]([CH2:19][OH:20])[CH2:9]1)[C:2]1[CH:3]=[CH:4][CH:5]=[CH:6][CH:7]=1, predict the reactants needed to synthesize it. The reactants are: [CH2:1]([N:8]1[CH2:12][C@H:11]([C:13]2[CH:18]=[CH:17][CH:16]=[CH:15][CH:14]=2)[C@@H:10]([C:19](O)=[O:20])[CH2:9]1)[C:2]1[CH:7]=[CH:6][CH:5]=[CH:4][CH:3]=1.[H-].COCCO[Al+]OCCOC.[Na+].[H-].[OH-].[Na+]. (6) Given the product [C:1]1([CH2:7][O:8][C:9]2[CH:10]=[C:11]([C:12]3[NH:24][C:25]4[C:30]([N:31]=3)=[CH:29][N:28]=[CH:27][N:26]=4)[CH:15]=[C:16]([O:18][C@H:19]3[CH2:23][CH2:22][O:21][CH2:20]3)[CH:17]=2)[CH:6]=[CH:5][CH:4]=[CH:3][CH:2]=1, predict the reactants needed to synthesize it. The reactants are: [C:1]1([CH2:7][O:8][C:9]2[CH:10]=[C:11]([CH:15]=[C:16]([O:18][C@H:19]3[CH2:23][CH2:22][O:21][CH2:20]3)[CH:17]=2)[C:12](O)=O)[CH:6]=[CH:5][CH:4]=[CH:3][CH:2]=1.[NH2:24][C:25]1[C:30]([NH2:31])=[CH:29][N:28]=[CH:27][N:26]=1. (7) Given the product [CH2:25]([N:3]([CH2:1][CH3:2])[C:4](=[O:24])[C:5]1[CH:6]=[CH:7][C:8]([C:11]([C:18]2[CH:23]=[CH:22][CH:21]=[CH:20][CH:19]=2)=[C:12]2[CH2:13][CH2:14][N:15]([CH2:27][CH:29]3[O:31][CH2:30]3)[CH2:16][CH2:17]2)=[CH:9][CH:10]=1)[CH3:26], predict the reactants needed to synthesize it. The reactants are: [CH2:1]([N:3]([CH2:25][CH3:26])[C:4](=[O:24])[C:5]1[CH:10]=[CH:9][C:8]([C:11]([C:18]2[CH:23]=[CH:22][CH:21]=[CH:20][CH:19]=2)=[C:12]2[CH2:17][CH2:16][NH:15][CH2:14][CH2:13]2)=[CH:7][CH:6]=1)[CH3:2].[CH2:27]([CH:29]1[O:31][CH2:30]1)Br. (8) Given the product [CH2:31]([N:23]1[CH2:22][CH2:21][C@@H:20]2[N:15]3[C:16]4[C:11](=[CH:10][C:9]([C:6]5[CH:7]=[CH:8][C:3]([O:2][CH3:1])=[CH:4][C:5]=5[C:25]([F:28])([F:26])[F:27])=[CH:18][C:17]=4[C@@H:19]2[CH2:24]1)[CH2:12][CH2:13][CH2:14]3)[CH3:32], predict the reactants needed to synthesize it. The reactants are: [CH3:1][O:2][C:3]1[CH:8]=[CH:7][C:6]([C:9]2[CH:10]=[C:11]3[C:16]4=[C:17]([C@@H:19]5[CH2:24][NH:23][CH2:22][CH2:21][C@@H:20]5[N:15]4[CH2:14][CH2:13][CH2:12]3)[CH:18]=2)=[C:5]([C:25]([F:28])([F:27])[F:26])[CH:4]=1.[BH4-].[Na+].[C:31](O)(=O)[CH3:32]. (9) Given the product [CH:1]1([CH2:6][NH:8][CH2:9][CH3:10])[CH2:5][CH2:4][CH2:3][CH2:2]1, predict the reactants needed to synthesize it. The reactants are: [C:1]1([C:6]([NH:8][CH2:9][CH3:10])=O)[CH2:5][CH2:4][CH2:3][CH:2]=1.[H-].[Al+3].[Li+].[H-].[H-].[H-]. (10) Given the product [Cl:10][C:4]1[CH:3]=[C:2]([NH:1][C:11](=[O:17])[CH2:12][CH2:13][C:14]([OH:16])=[O:15])[CH:9]=[CH:8][C:5]=1[C:6]#[N:7], predict the reactants needed to synthesize it. The reactants are: [NH2:1][C:2]1[CH:9]=[CH:8][C:5]([C:6]#[N:7])=[C:4]([Cl:10])[CH:3]=1.[C:11]1(=[O:17])[O:16][C:14](=[O:15])[CH2:13][CH2:12]1.Cl.